Dataset: Catalyst prediction with 721,799 reactions and 888 catalyst types from USPTO. Task: Predict which catalyst facilitates the given reaction. (1) The catalyst class is: 4. Product: [Cl:1][C:2]1[CH:3]=[C:4]([C:9]2([C:31]([F:32])([F:34])[F:33])[O:13][N:12]=[C:11]([C:14]3[C:23]4[C:18](=[CH:19][CH:20]=[CH:21][CH:22]=4)[C:17]([C:24]4[O:25][C:28](=[O:30])[CH2:27][N:26]=4)=[CH:16][CH:15]=3)[CH2:10]2)[CH:5]=[C:6]([Cl:8])[CH:7]=1. Reactant: [Cl:1][C:2]1[CH:3]=[C:4]([C:9]2([C:31]([F:34])([F:33])[F:32])[O:13][N:12]=[C:11]([C:14]3[C:23]4[C:18](=[CH:19][CH:20]=[CH:21][CH:22]=4)[C:17]([C:24]([NH:26][CH2:27][C:28]([OH:30])=O)=[O:25])=[CH:16][CH:15]=3)[CH2:10]2)[CH:5]=[C:6]([Cl:8])[CH:7]=1. (2) Reactant: [C:1]1([S:11]([NH2:14])(=[O:13])=[O:12])[C:2]([S:7]([NH2:10])(=[O:9])=[O:8])=[CH:3][CH:4]=[CH:5][CH:6]=1.[CH3:15][C:16]1[N:17]=[C:18]([C:24]2[CH:29]=[CH:28][CH:27]=[C:26]([C:30]([F:33])([F:32])[F:31])[CH:25]=2)[S:19][C:20]=1[C:21](O)=[O:22].C(Cl)CCl. Product: [CH3:15][C:16]1[N:17]=[C:18]([C:24]2[CH:29]=[CH:28][CH:27]=[C:26]([C:30]([F:33])([F:31])[F:32])[CH:25]=2)[S:19][C:20]=1[C:21]([NH:10][S:7]([C:2]1[CH:3]=[CH:4][CH:5]=[CH:6][C:1]=1[S:11](=[O:13])(=[O:12])[NH2:14])(=[O:9])=[O:8])=[O:22]. The catalyst class is: 792.